From a dataset of Forward reaction prediction with 1.9M reactions from USPTO patents (1976-2016). Predict the product of the given reaction. (1) The product is: [F:11][C:10]([F:13])([F:12])[C:9]([NH:8][C:6]1[CH:7]=[C:2]([C:21]#[C:20][Si:17]([CH3:19])([CH3:18])[CH3:16])[CH:3]=[CH:4][C:5]=1[F:15])=[O:14]. Given the reactants Br[C:2]1[CH:3]=[CH:4][C:5]([F:15])=[C:6]([NH:8][C:9](=[O:14])[C:10]([F:13])([F:12])[F:11])[CH:7]=1.[CH3:16][Si:17]([C:20]#[CH:21])([CH3:19])[CH3:18], predict the reaction product. (2) The product is: [C:26]([C:30]1[CH:38]=[C:37]2[C:33]([CH:34]=[C:35]([CH3:43])[CH:36]2[Si:39]([CH:16]2[C:15]3[C:19](=[C:11]([C:8]4[CH:9]=[CH:10][C:5]([C:1]([CH3:4])([CH3:2])[CH3:3])=[CH:6][CH:7]=4)[CH:12]=[CH:13][CH:14]=3)[CH:18]=[C:17]2[CH3:20])([CH3:41])[CH3:40])=[C:32]([C:44]2[CH:45]=[CH:46][CH:47]=[CH:48][CH:49]=2)[C:31]=1[O:50][CH3:51])([CH3:27])([CH3:28])[CH3:29]. Given the reactants [C:1]([C:5]1[CH:10]=[CH:9][C:8]([C:11]2[CH:12]=[CH:13][CH:14]=[C:15]3[C:19]=2[CH2:18][C:17]([CH3:20])=[CH:16]3)=[CH:7][CH:6]=1)([CH3:4])([CH3:3])[CH3:2].[Li]CCCC.[C:26]([C:30]1[CH:38]=[C:37]2[C:33]([CH:34]=[C:35]([CH3:43])[CH:36]2[Si:39](Cl)([CH3:41])[CH3:40])=[C:32]([C:44]2[CH:49]=[CH:48][CH:47]=[CH:46][CH:45]=2)[C:31]=1[O:50][CH3:51])([CH3:29])([CH3:28])[CH3:27].O, predict the reaction product. (3) The product is: [Cl:1][C:2]1[CH:7]=[CH:6][C:5]([NH:8][C:9](=[O:35])[CH2:10][CH2:11][C:12]2[CH:13]=[C:14]([CH:32]=[CH:33][CH:34]=2)[O:15][C:16]2[CH:21]=[CH:20][N:19]=[C:18]([C:22]3[O:26][C:25]([C:27]([NH2:40])=[O:29])=[N:24][N:23]=3)[CH:17]=2)=[CH:4][C:3]=1[C:36]([F:38])([F:37])[F:39]. Given the reactants [Cl:1][C:2]1[CH:7]=[CH:6][C:5]([NH:8][C:9](=[O:35])[CH2:10][CH2:11][C:12]2[CH:13]=[C:14]([CH:32]=[CH:33][CH:34]=2)[O:15][C:16]2[CH:21]=[CH:20][N:19]=[C:18]([C:22]3[O:26][C:25]([C:27]([O:29]CC)=O)=[N:24][N:23]=3)[CH:17]=2)=[CH:4][C:3]=1[C:36]([F:39])([F:38])[F:37].[NH4+:40].[OH-], predict the reaction product. (4) Given the reactants [NH2:1][C:2]1[CH:3]=[C:4]([CH:9]=[C:10]([CH3:18])[C:11]=1[NH:12][C:13](=[O:17])[CH2:14][CH2:15][CH3:16])[C:5]([O:7]C)=[O:6].O, predict the reaction product. The product is: [NH2:1][C:2]1[CH:3]=[C:4]([CH:9]=[C:10]([CH3:18])[C:11]=1[NH:12][C:13](=[O:17])[CH2:14][CH2:15][CH3:16])[C:5]([OH:7])=[O:6]. (5) Given the reactants [H-].[Na+].[Cl:3][C:4]1[N:5]=[CH:6][C:7]2[CH:12]=[CH:11][NH:10][C:8]=2[N:9]=1.[CH3:13]I, predict the reaction product. The product is: [Cl:3][C:4]1[N:5]=[CH:6][C:7]2[CH:12]=[CH:11][N:10]([CH3:13])[C:8]=2[N:9]=1.